This data is from Forward reaction prediction with 1.9M reactions from USPTO patents (1976-2016). The task is: Predict the product of the given reaction. (1) Given the reactants Br[CH2:2][CH2:3][O:4][C:5]1[C:10]([O:11][CH2:12][CH2:13][CH:14]([C:16]2[CH:21]=[CH:20][C:19]([F:22])=[CH:18][CH:17]=2)[CH3:15])=[C:9]([O:23][CH3:24])[C:8]([Cl:25])=[C:7]([CH3:26])[C:6]=1[C:27](=[O:29])[CH3:28].Cl.[F:31][C:32]1([F:36])[CH2:35][NH:34][CH2:33]1, predict the reaction product. The product is: [Cl:25][C:8]1[C:7]([CH3:26])=[C:6]([C:27](=[O:29])[CH3:28])[C:5]([O:4][CH2:3][CH2:2][N:34]2[CH2:35][C:32]([F:36])([F:31])[CH2:33]2)=[C:10]([O:11][CH2:12][CH2:13][CH:14]([C:16]2[CH:21]=[CH:20][C:19]([F:22])=[CH:18][CH:17]=2)[CH3:15])[C:9]=1[O:23][CH3:24]. (2) Given the reactants N1CCCCC1.FC(F)OC1C=C(C=CC=1OC(F)F)C=O.C(CC(N[C:30]1[CH:38]=[CH:37][CH:36]=[CH:35][C:31]=1[C:32]([OH:34])=[O:33])=O)(O)=O, predict the reaction product. The product is: [C:32]([OH:34])(=[O:33])[C:31]1[CH:35]=[CH:36][CH:37]=[CH:38][CH:30]=1. (3) Given the reactants [CH2:1]([C:5]1[CH2:9][CH2:8][C:7](=[N:10][OH:11])[C:6]=1[C:12]1[CH:17]=[CH:16][C:15]([O:18]C)=[C:14]([F:20])[CH:13]=1)[CH2:2][CH2:3][CH3:4].B(Br)(Br)Br.C(=O)(O)[O-].[Na+], predict the reaction product. The product is: [CH2:1]([C:5]1[CH2:9][CH2:8][C:7](=[N:10][OH:11])[C:6]=1[C:12]1[CH:17]=[CH:16][C:15]([OH:18])=[C:14]([F:20])[CH:13]=1)[CH2:2][CH2:3][CH3:4]. (4) Given the reactants [F-].[K+].[Cl:3][C:4]1[C:12]2[O:11][CH:10]=[CH:9][C:8]=2[C:7](B2OCC(C)(C)CO2)=[CH:6][CH:5]=1.O.O.O.O.P(C1C=C(S([O-])(=O)=O)C=CC=1)(C1C=C(S([O-])(=O)=O)C=CC=1)C1C=C(S([O-])(=O)=O)C=CC=1.[Na+].[Na+].[Na+].[NH2:59][C:60]1[C:65]([F:66])=[C:64](Cl)[N:63]=[C:62]([C:68]([O:70][CH3:71])=[O:69])[C:61]=1[Cl:72], predict the reaction product. The product is: [NH2:59][C:60]1[C:65]([F:66])=[C:64]([C:7]2[C:8]3[CH:9]=[CH:10][O:11][C:12]=3[C:4]([Cl:3])=[CH:5][CH:6]=2)[N:63]=[C:62]([C:68]([O:70][CH3:71])=[O:69])[C:61]=1[Cl:72]. (5) Given the reactants [C:1]([N:4]1[CH2:9][CH2:8][CH:7]([N:10]([CH:22]2[CH2:27][CH2:26][CH2:25][CH2:24][CH2:23]2)[C:11]([NH:13][C:14]2[S:15][C:16]([S:19]C#N)=[CH:17][N:18]=2)=[O:12])[CH2:6][CH2:5]1)(=[O:3])[CH3:2].SC[C@@H]([C@@H](CS)O)O.Cl[CH2:37][CH2:38][N:39]1[CH2:43][CH2:42][CH2:41][CH2:40]1, predict the reaction product. The product is: [C:1]([N:4]1[CH2:5][CH2:6][CH:7]([N:10]([CH:22]2[CH2:27][CH2:26][CH2:25][CH2:24][CH2:23]2)[C:11]([NH:13][C:14]2[S:15][C:16]([S:19][CH2:37][CH2:38][N:39]3[CH2:43][CH2:42][CH2:41][CH2:40]3)=[CH:17][N:18]=2)=[O:12])[CH2:8][CH2:9]1)(=[O:3])[CH3:2].